This data is from Experimentally validated miRNA-target interactions with 360,000+ pairs, plus equal number of negative samples. The task is: Binary Classification. Given a miRNA mature sequence and a target amino acid sequence, predict their likelihood of interaction. (1) The miRNA is hsa-miR-4732-3p with sequence GCCCUGACCUGUCCUGUUCUG. The protein sequence of the target gene is MGNRLCCGGTWSCPSTFQKKSKTGSHPRPTLSILKQQQLWQNGTKDYETTAPTYEQVLYPPASQKKTSNSTSEESDLHYADIHVLRQIRPHSLHTVKCLHSESATEYATLRFPQATPQYDSNNGTLV. Result: 0 (no interaction). (2) The miRNA is hsa-miR-4524b-5p with sequence AUAGCAGCAUAAGCCUGUCUC. The protein sequence of the target gene is MRGYHGDRGSHPRPARFADQQHMDVGPAARAPYLLGSREAFSTEPRFCAPRAGLGHISPEGPLSLSEGPSVGPEGGPAGAGVGGGSSTFPRMYPGQGPFDTCEDCVGHPQGKGAPRLPPTLLDQFEKQLPVQQDGFHTLPYQRGPAGAGPGPAPGTGTAPEPRSESPSRIRHLVHSVQKLFAKSHSLEAPGKRDYNGPKAEGRGGSGGDSYPGPGSGGPHTSHHHHHHHHHHHHQSRHGKRSKSKDRKGDGRHQAKSTGWWSSDDNLDSDSGFLAGGRPPGEPGGPFCLEGPDGSYRDLS.... Result: 1 (interaction).